Dataset: Full USPTO retrosynthesis dataset with 1.9M reactions from patents (1976-2016). Task: Predict the reactants needed to synthesize the given product. (1) The reactants are: Br[C:2]1[CH:7]=[CH:6][C:5]([N:8]2[C:12](=[O:13])[NH:11][N:10]=[C:9]2[CH2:14][C@@H:15]2[CH2:19][CH2:18][N:17]([C:20]([O:22][C:23]([CH3:26])([CH3:25])[CH3:24])=[O:21])[CH2:16]2)=[C:4]([F:27])[CH:3]=1.CC1(C)C(C)(C)OB([C:36]2[CH:45]=[C:44]3[C:39]([CH:40]=[CH:41][CH:42]=[N:43]3)=[CH:38][CH:37]=2)O1.C(=O)([O-])[O-].[K+].[K+]. Given the product [F:27][C:4]1[CH:3]=[C:2]([C:36]2[CH:45]=[C:44]3[C:39]([CH:40]=[CH:41][CH:42]=[N:43]3)=[CH:38][CH:37]=2)[CH:7]=[CH:6][C:5]=1[N:8]1[C:12](=[O:13])[NH:11][N:10]=[C:9]1[CH2:14][C@@H:15]1[CH2:19][CH2:18][N:17]([C:20]([O:22][C:23]([CH3:26])([CH3:25])[CH3:24])=[O:21])[CH2:16]1, predict the reactants needed to synthesize it. (2) Given the product [C:1]([Si:5]([CH3:20])([CH3:19])[O:6][C@@H:7]1[CH2:14][N:13]([CH2:15][CH2:16][CH2:17][NH:18][CH2:24][CH:23]([O:26][CH3:27])[O:22][CH3:21])[CH2:12][CH2:11][C:8]21[CH2:10][CH2:9]2)([CH3:4])([CH3:3])[CH3:2], predict the reactants needed to synthesize it. The reactants are: [C:1]([Si:5]([CH3:20])([CH3:19])[O:6][C@@H:7]1[CH2:14][N:13]([CH2:15][CH2:16][CH2:17][NH2:18])[CH2:12][CH2:11][C:8]21[CH2:10][CH2:9]2)([CH3:4])([CH3:3])[CH3:2].[CH3:21][O:22][CH:23]([O:26][CH3:27])[CH:24]=O.[BH4-].[Na+].